From a dataset of Catalyst prediction with 721,799 reactions and 888 catalyst types from USPTO. Predict which catalyst facilitates the given reaction. Reactant: [CH:1]1([C:4]2[C:5]([F:26])=[CH:6][C:7]([N+:23]([O-])=O)=[C:8]([NH:10][CH:11]3[CH2:16][CH2:15][N:14]([CH:17]4[CH2:22][CH2:21][O:20][CH2:19][CH2:18]4)[CH2:13][CH2:12]3)[CH:9]=2)[CH2:3][CH2:2]1.[Sn](Cl)Cl.Cl. Product: [CH:1]1([C:4]2[CH:9]=[C:8]([NH:10][CH:11]3[CH2:12][CH2:13][N:14]([CH:17]4[CH2:18][CH2:19][O:20][CH2:21][CH2:22]4)[CH2:15][CH2:16]3)[C:7]([NH2:23])=[CH:6][C:5]=2[F:26])[CH2:2][CH2:3]1. The catalyst class is: 8.